From a dataset of Catalyst prediction with 721,799 reactions and 888 catalyst types from USPTO. Predict which catalyst facilitates the given reaction. (1) Reactant: [CH2:1]([Li])CCC.[CH3:6][O:7][C:8]1[C:17]2[C:12](=[CH:13][CH:14]=[CH:15][CH:16]=2)[C:11]([O:18][CH3:19])=[CH:10][C:9]=1[CH2:20][OH:21].CI.O. Product: [CH3:6][O:7][C:8]1[C:17]2[C:12](=[CH:13][CH:14]=[CH:15][CH:16]=2)[C:11]([O:18][CH3:19])=[C:10]([CH3:1])[C:9]=1[CH2:20][OH:21]. The catalyst class is: 1. (2) Reactant: [N+:1]([C:4]1[CH:9]=[CH:8][C:7]([O:10][CH2:11][CH2:12][CH3:13])=[CH:6][C:5]=1[NH:14][C:15](=[O:23])[CH2:16][CH:17]1[CH2:22][CH2:21][CH2:20][CH2:19][NH:18]1)([O-])=O. Product: [NH2:1][C:4]1[CH:9]=[CH:8][C:7]([O:10][CH2:11][CH2:12][CH3:13])=[CH:6][C:5]=1[NH:14][C:15](=[O:23])[CH2:16][CH:17]1[CH2:22][CH2:21][CH2:20][CH2:19][NH:18]1. The catalyst class is: 256. (3) Reactant: [CH:1]1([S:6][CH:7]([C:11]2[CH:16]=[CH:15][C:14]([O:17][C:18]([F:21])([F:20])[F:19])=[CH:13][CH:12]=2)[C:8]([OH:10])=O)[CH2:5][CH2:4][CH2:3][CH2:2]1.[NH2:22][C:23]1[CH:28]=[CH:27][CH:26]=[CH:25][N:24]=1. The catalyst class is: 1. Product: [CH:1]1([S:6][CH:7]([C:11]2[CH:16]=[CH:15][C:14]([O:17][C:18]([F:21])([F:20])[F:19])=[CH:13][CH:12]=2)[C:8]([NH:22][C:23]2[CH:28]=[CH:27][CH:26]=[CH:25][N:24]=2)=[O:10])[CH2:2][CH2:3][CH2:4][CH2:5]1. (4) Reactant: [NH2:1][CH2:2][CH2:3][CH2:4][CH2:5][N:6]1[C:18]2[C:17]3[CH:16]=[CH:15][C:14]([O:19][CH2:20][C:21]4[CH:26]=[CH:25][CH:24]=[CH:23][CH:22]=4)=[CH:13][C:12]=3[N:11]=[C:10]([NH2:27])[C:9]=2[N:8]=[C:7]1[CH2:28][CH3:29].[CH3:30][S:31](Cl)(=[O:33])=[O:32].C(=O)([O-])[O-].[Na+].[Na+]. Product: [NH2:27][C:10]1[C:9]2[N:8]=[C:7]([CH2:28][CH3:29])[N:6]([CH2:5][CH2:4][CH2:3][CH2:2][NH:1][S:31]([CH3:30])(=[O:33])=[O:32])[C:18]=2[C:17]2[CH:16]=[CH:15][C:14]([O:19][CH2:20][C:21]3[CH:22]=[CH:23][CH:24]=[CH:25][CH:26]=3)=[CH:13][C:12]=2[N:11]=1. The catalyst class is: 22. (5) Reactant: [Cl:1][C:2]1[CH:3]=[CH:4][C:5]([NH:11][C:12]2[CH:13]=[C:14]3[C:18](=[CH:19][CH:20]=2)[N:17]([C:21]2[CH:26]=[CH:25][CH:24]=[CH:23][C:22]=2[N+:27]([O-])=O)[CH:16]=[CH:15]3)=[C:6]([CH:10]=1)[C:7]([OH:9])=[O:8].[Cl-].[NH4+].[CH2:32](O)C. Product: [NH2:27][C:22]1[CH:23]=[CH:24][CH:25]=[CH:26][C:21]=1[N:17]1[C:18]2[C:14](=[CH:13][C:12]([NH:11][C:5]3[CH:4]=[CH:3][C:2]([Cl:1])=[CH:10][C:6]=3[C:7]([O:9][CH3:32])=[O:8])=[CH:20][CH:19]=2)[CH:15]=[CH:16]1. The catalyst class is: 6.